Dataset: Forward reaction prediction with 1.9M reactions from USPTO patents (1976-2016). Task: Predict the product of the given reaction. (1) The product is: [CH2:1]([O:3][C:4]([C:6]1[CH:7]=[N:8][N:9]([C:11]2[NH:12][C:13](=[O:15])[C:24]3[C:19](=[CH:20][C:21]([CH3:34])=[C:22]([O:25][C:26]4[C:27]([CH3:33])=[CH:28][CH:29]=[CH:30][C:31]=4[CH3:32])[CH:23]=3)[N:18]=2)[CH:10]=1)=[O:5])[CH3:2]. Given the reactants [CH2:1]([O:3][C:4]([C:6]1[CH:7]=[N:8][N:9]([C:11]([NH:18][C:19]2[CH:24]=[CH:23][C:22]([O:25][C:26]3[C:31]([CH3:32])=[CH:30][CH:29]=[CH:28][C:27]=3[CH3:33])=[C:21]([CH3:34])[CH:20]=2)=[N:12][C:13]([O:15]CC)=O)[CH:10]=1)=[O:5])[CH3:2].ClCCCl, predict the reaction product. (2) Given the reactants [C:1]([O:5][C:6]([NH:8][C:9]12[CH2:17][N:16](C(OCC3C=CC=CC=3)=O)[CH2:15][C:14]31[CH:12]([CH2:13]3)[CH2:11][CH2:10]2)=[O:7])([CH3:4])([CH3:3])[CH3:2].[H][H], predict the reaction product. The product is: [C:1]([O:5][C:6]([NH:8][C:9]12[CH2:17][NH:16][CH2:15][C:14]31[CH:12]([CH2:13]3)[CH2:11][CH2:10]2)=[O:7])([CH3:4])([CH3:2])[CH3:3]. (3) Given the reactants [NH2:1][C:2]1[CH:3]=[C:4]([OH:12])[C:5](=[CH:10][CH:11]=1)[C:6]([O:8][CH3:9])=[O:7].[Cl:13][C:14]1[S:15][C:16]([S:20](Cl)(=[O:22])=[O:21])=[CH:17][C:18]=1[Cl:19], predict the reaction product. The product is: [Cl:19][C:18]1[CH:17]=[C:16]([S:20]([NH:1][C:2]2[CH:11]=[CH:10][C:5]([C:6]([O:8][CH3:9])=[O:7])=[C:4]([OH:12])[CH:3]=2)(=[O:22])=[O:21])[S:15][C:14]=1[Cl:13]. (4) Given the reactants [Br:1][C:2]1[CH:23]=[CH:22][C:5]([CH2:6][O:7][C:8]2[CH:9]=[C:10]3[C:14](=[CH:15][CH:16]=2)[NH:13][C:12]([C:17](OCC)=[O:18])=[CH:11]3)=[CH:4][CH:3]=1.[H-].[Al+3].[Li+].[H-].[H-].[H-].C(OCC)(=O)C, predict the reaction product. The product is: [Br:1][C:2]1[CH:23]=[CH:22][C:5]([CH2:6][O:7][C:8]2[CH:9]=[C:10]3[C:14](=[CH:15][CH:16]=2)[NH:13][C:12]([CH2:17][OH:18])=[CH:11]3)=[CH:4][CH:3]=1. (5) Given the reactants [CH3:1][O:2][C:3]1[CH:12]=[C:11]2[C:6]([CH:7]=[CH:8][C:9](=[O:13])[NH:10]2)=[N:5][CH:4]=1.[H-].[Na+].[N+:16]([C:19]1[CH:24]=[CH:23][CH:22]=[CH:21][C:20]=1[S:25]([N:28]1[CH2:30][CH:29]1[C@H:31]1[CH2:36][CH2:35][C@H:34]([NH:37][C:38](=[O:44])[O:39][C:40]([CH3:43])([CH3:42])[CH3:41])[CH2:33][CH2:32]1)(=[O:27])=[O:26])([O-:18])=[O:17], predict the reaction product. The product is: [CH3:1][O:2][C:3]1[CH:12]=[C:11]2[C:6]([CH:7]=[CH:8][C:9](=[O:13])[N:10]2[CH2:30][CH:29]([C@H:31]2[CH2:36][CH2:35][C@H:34]([NH:37][C:38](=[O:44])[O:39][C:40]([CH3:43])([CH3:42])[CH3:41])[CH2:33][CH2:32]2)[NH:28][S:25]([C:20]2[CH:21]=[CH:22][CH:23]=[CH:24][C:19]=2[N+:16]([O-:18])=[O:17])(=[O:26])=[O:27])=[N:5][CH:4]=1. (6) Given the reactants [CH3:1][O-].[Na+].[C:4]([O:12][CH3:13])(=[O:11])[CH2:5][CH2:6][C:7]([O:9]C)=[O:8].[CH2:14]([N:21]1[CH:25]=[CH:24][NH:23][C:22]1([C:28]([CH3:31])([CH3:30])[CH3:29])C=O)[C:15]1[CH:20]=[CH:19][CH:18]=[CH:17][CH:16]=1, predict the reaction product. The product is: [CH2:14]([N:21]1[C:25](/[CH:1]=[C:5](/[C:4]([O:12][CH3:13])=[O:11])\[CH2:6][C:7]([OH:9])=[O:8])=[CH:24][N:23]=[C:22]1[C:28]([CH3:31])([CH3:30])[CH3:29])[C:15]1[CH:20]=[CH:19][CH:18]=[CH:17][CH:16]=1.